Task: Predict which catalyst facilitates the given reaction.. Dataset: Catalyst prediction with 721,799 reactions and 888 catalyst types from USPTO (1) Reactant: S(=O)(=O)(O)O.[CH2:6]([C:8]1[CH:13]=[CH:12][C:11]([CH2:14][C:15]([CH3:18])(O)[CH3:16])=[CH:10][CH:9]=1)[CH3:7].[C:19](#[N:21])[CH3:20].[OH-:22].[Na+]. Product: [CH2:6]([C:8]1[CH:13]=[CH:12][C:11]([CH2:14][C:15]([NH:21][C:19](=[O:22])[CH3:20])([CH3:18])[CH3:16])=[CH:10][CH:9]=1)[CH3:7]. The catalyst class is: 15. (2) Reactant: Cl.[S:2]1[CH:6]=[CH:5][C:4]([C:7](=[NH:9])[NH2:8])=[CH:3]1.[Cl:10][C:11]([SH:14])(Cl)Cl.[OH-].[Na+]. Product: [Cl:10][C:11]1[S:14][N:8]=[C:7]([C:4]2[CH:5]=[CH:6][S:2][CH:3]=2)[N:9]=1. The catalyst class is: 46.